This data is from Catalyst prediction with 721,799 reactions and 888 catalyst types from USPTO. The task is: Predict which catalyst facilitates the given reaction. (1) Reactant: [NH:1]1[CH2:6][CH2:5][CH:4]([C:7]2[CH:8]=[C:9]([CH:19]=[CH:20][CH:21]=2)[CH2:10][NH:11][C:12](=[O:18])[O:13][C:14]([CH3:17])([CH3:16])[CH3:15])[CH2:3][CH2:2]1.[OH:22][CH:23]1[CH:27]([OH:28])[CH2:26][N:25]([C:29]2[CH:30]=[C:31]([CH:35]=[CH:36][CH:37]=2)[C:32](O)=[O:33])[CH2:24]1.C1C=CC2N(O)N=NC=2C=1.CCN(C(C)C)C(C)C. Product: [OH:28][CH:27]1[CH:23]([OH:22])[CH2:24][N:25]([C:29]2[CH:30]=[C:31]([CH:35]=[CH:36][CH:37]=2)[C:32]([N:1]2[CH2:6][CH2:5][CH:4]([C:7]3[CH:8]=[C:9]([CH:19]=[CH:20][CH:21]=3)[CH2:10][NH:11][C:12](=[O:18])[O:13][C:14]([CH3:17])([CH3:15])[CH3:16])[CH2:3][CH2:2]2)=[O:33])[CH2:26]1. The catalyst class is: 31. (2) Reactant: [C:1]([O:5][C:6]([NH:8][C@H:9]([C:17]([OH:19])=O)[CH2:10][C:11]1[CH:16]=[CH:15][CH:14]=[CH:13][CH:12]=1)=[O:7])([CH3:4])([CH3:3])[CH3:2].C(N1C=CN=C1)(N1C=CN=C1)=O.Cl.[CH3:33][NH:34][O:35][CH3:36].C(N(CC)C(C)C)(C)C. Product: [C:1]([O:5][C:6]([NH:8][C@H:9]([C:17]([N:34]([O:35][CH3:36])[CH3:33])=[O:19])[CH2:10][C:11]1[CH:12]=[CH:13][CH:14]=[CH:15][CH:16]=1)=[O:7])([CH3:2])([CH3:3])[CH3:4]. The catalyst class is: 4. (3) Reactant: [CH:1]1([S:4]([NH:7][C:8]([C:10]2([NH:15][C:16]([C@@H:18]3[CH2:22][C@@H:21]([O:23][C:24]4[C:25]5[O:42][C:41]6[CH:43]=[CH:44][CH:45]=[CH:46][C:40]=6[C:26]=5[N:27]=[C:28]([C:30]5[CH:35]=[CH:34][C:33]([O:36][CH:37]([CH3:39])[CH3:38])=[CH:32][CH:31]=5)[N:29]=4)[CH2:20][N:19]3[C:47](=[O:61])[C@@H:48]([NH:53]C(=O)OC(C)(C)C)[C:49]([CH3:52])([CH3:51])[CH3:50])=[O:17])[CH2:12][C@H:11]2[CH:13]=[CH2:14])=[O:9])(=[O:6])=[O:5])[CH2:3][CH2:2]1.[ClH:62].O1CCOCC1. Product: [ClH:62].[NH2:53][C@@H:48]([C:49]([CH3:50])([CH3:51])[CH3:52])[C:47]([N:19]1[CH2:20][C@H:21]([O:23][C:24]2[C:25]3[O:42][C:41]4[CH:43]=[CH:44][CH:45]=[CH:46][C:40]=4[C:26]=3[N:27]=[C:28]([C:30]3[CH:31]=[CH:32][C:33]([O:36][CH:37]([CH3:39])[CH3:38])=[CH:34][CH:35]=3)[N:29]=2)[CH2:22][C@H:18]1[C:16]([NH:15][C:10]1([C:8](=[O:9])[NH:7][S:4]([CH:1]2[CH2:3][CH2:2]2)(=[O:6])=[O:5])[CH2:12][C@H:11]1[CH:13]=[CH2:14])=[O:17])=[O:61]. The catalyst class is: 4. (4) Reactant: [C:1]1([NH:7][C:8]2([CH2:14][NH:15][CH2:16][C:17]([O:19][CH2:20][CH3:21])=[O:18])[CH2:13][CH2:12][CH2:11][CH2:10][CH2:9]2)[CH:6]=[CH:5][CH:4]=[CH:3][CH:2]=1.[CH2:22]=O. Product: [C:1]1([N:7]2[C:8]3([CH2:13][CH2:12][CH2:11][CH2:10][CH2:9]3)[CH2:14][N:15]([CH2:16][C:17]([O:19][CH2:20][CH3:21])=[O:18])[CH2:22]2)[CH:6]=[CH:5][CH:4]=[CH:3][CH:2]=1. The catalyst class is: 4. (5) Reactant: [H-].[Na+].[Cl:3][C:4]1[N:9]=[CH:8][C:7]([OH:10])=[CH:6][CH:5]=1.[O:11]1[CH2:15]CC[CH2:12]1.CN(C)C=O.COCCl. Product: [Cl:3][C:4]1[CH:5]=[CH:6][C:7]([O:10][CH2:12][O:11][CH3:15])=[CH:8][N:9]=1. The catalyst class is: 6. (6) Reactant: [C:1]([O:5][C:6]([N:8]1[CH2:12][CH:11]([CH2:13][NH:14][C:15]2[CH:20]=[CH:19][C:18]([Cl:21])=[CH:17][CH:16]=2)[CH:10]([CH2:22][C:23]2[CH:28]=[CH:27][CH:26]=[CH:25][CH:24]=2)[CH2:9]1)=[O:7])([CH3:4])([CH3:3])[CH3:2].Br[CH2:30][C:31]1[CH:32]=[C:33]([CH:36]=[CH:37][CH:38]=1)[C:34]#[N:35].C([O-])([O-])=O.[K+].[K+].[Na+].[I-]. Product: [C:1]([O:5][C:6]([N:8]1[CH2:12][CH:11]([CH2:13][N:14]([C:15]2[CH:16]=[CH:17][C:18]([Cl:21])=[CH:19][CH:20]=2)[CH2:30][C:31]2[CH:38]=[CH:37][CH:36]=[C:33]([C:34]#[N:35])[CH:32]=2)[CH:10]([CH2:22][C:23]2[CH:24]=[CH:25][CH:26]=[CH:27][CH:28]=2)[CH2:9]1)=[O:7])([CH3:4])([CH3:2])[CH3:3]. The catalyst class is: 18.